This data is from Merck oncology drug combination screen with 23,052 pairs across 39 cell lines. The task is: Regression. Given two drug SMILES strings and cell line genomic features, predict the synergy score measuring deviation from expected non-interaction effect. (1) Drug 1: COC1CC2CCC(C)C(O)(O2)C(=O)C(=O)N2CCCCC2C(=O)OC(C(C)CC2CCC(OP(C)(C)=O)C(OC)C2)CC(=O)C(C)C=C(C)C(O)C(OC)C(=O)C(C)CC(C)C=CC=CC=C1C. Drug 2: CCc1c2c(nc3ccc(O)cc13)-c1cc3c(c(=O)n1C2)COC(=O)C3(O)CC. Cell line: NCIH1650. Synergy scores: synergy=16.5. (2) Drug 1: O=S1(=O)NC2(CN1CC(F)(F)F)C1CCC2Cc2cc(C=CCN3CCC(C(F)(F)F)CC3)ccc2C1. Drug 2: C=CCn1c(=O)c2cnc(Nc3ccc(N4CCN(C)CC4)cc3)nc2n1-c1cccc(C(C)(C)O)n1. Cell line: SKMEL30. Synergy scores: synergy=7.59.